From a dataset of Reaction yield outcomes from USPTO patents with 853,638 reactions. Predict the reaction yield, written as a fraction of the theoretical maximum amount of product (1.0 means a 100% yield; for example, 0.34 means a 34% yield). (1) The reactants are [Br:1][C:2]1[CH:3]=[CH:4][CH:5]=[C:6]2[C:11]=1[N:10]=[CH:9][N:8]=[C:7]2O.P(Cl)(Cl)([Cl:15])=O. No catalyst specified. The product is [Br:1][C:2]1[CH:3]=[CH:4][CH:5]=[C:6]2[C:11]=1[N:10]=[CH:9][N:8]=[C:7]2[Cl:15]. The yield is 1.00. (2) The reactants are C(O[C:4]1[C:5](=[O:16])[C:6](=[O:15])[C:7]=1[NH:8][C:9]1[CH:10]=[N:11][CH:12]=[CH:13][CH:14]=1)C.[Cl:17][C:18]1[CH:33]=[CH:32][C:21]([O:22][CH2:23][C:24]2[CH:31]=[CH:30][C:27]([CH2:28][NH2:29])=[CH:26][CH:25]=2)=[CH:20][CH:19]=1. No catalyst specified. The product is [Cl:17][C:18]1[CH:19]=[CH:20][C:21]([O:22][CH2:23][C:24]2[CH:31]=[CH:30][C:27]([CH2:28][NH:29][C:4]3[C:5](=[O:16])[C:6](=[O:15])[C:7]=3[NH:8][C:9]3[CH:10]=[N:11][CH:12]=[CH:13][CH:14]=3)=[CH:26][CH:25]=2)=[CH:32][CH:33]=1. The yield is 0.810. (3) The reactants are [Br:1]Br.[CH2:3]([O:10][C:11](=[O:22])[NH:12][C@H:13]1[CH2:18][CH2:17][C@H:16]([C:19](=[O:21])[CH3:20])[CH2:15][CH2:14]1)[C:4]1[CH:9]=[CH:8][CH:7]=[CH:6][CH:5]=1. The catalyst is CO. The product is [CH2:3]([O:10][C:11](=[O:22])[NH:12][C@H:13]1[CH2:18][CH2:17][C@H:16]([C:19](=[O:21])[CH2:20][Br:1])[CH2:15][CH2:14]1)[C:4]1[CH:5]=[CH:6][CH:7]=[CH:8][CH:9]=1. The yield is 0.830. (4) The reactants are [NH:1]1[CH2:11][CH2:10][CH2:9][CH:3]([C:4]([O:6][CH2:7][CH3:8])=[O:5])[CH2:2]1.[CH3:12][C:13]([O:16][C:17](O[C:17]([O:16][C:13]([CH3:15])([CH3:14])[CH3:12])=[O:18])=[O:18])([CH3:15])[CH3:14].C(N(CC)CC)C.ClCCl. The catalyst is CCOC(C)=O. The product is [N:1]1([C:17]([O:16][C:13]([CH3:15])([CH3:14])[CH3:12])=[O:18])[CH2:11][CH2:10][CH2:9][CH:3]([C:4]([O:6][CH2:7][CH3:8])=[O:5])[CH2:2]1. The yield is 1.00. (5) The reactants are [C:1]([O:4][C:5]1[CH:6]=[C:7]2[C:12](=[CH:13][CH:14]=1)[N:11]=[C:10]([C:15]1[CH:20]=[CH:19][CH:18]=[C:17]([NH2:21])[CH:16]=1)[N:9]=[C:8]2[NH:22][C:23]1[CH:24]=[C:25]2[C:29](=[CH:30][CH:31]=1)[N:28]([C:32]([O:34][C:35]([CH3:38])([CH3:37])[CH3:36])=[O:33])[N:27]=[CH:26]2)(=[O:3])[CH3:2].Cl.[C:40](Cl)(=[O:47])[C:41]1[CH:46]=[CH:45][CH:44]=[N:43][CH:42]=1.CCN(C(C)C)C(C)C. The catalyst is C(Cl)Cl. The product is [C:1]([O:4][C:5]1[CH:6]=[C:7]2[C:12](=[CH:13][CH:14]=1)[N:11]=[C:10]([C:15]1[CH:20]=[CH:19][CH:18]=[C:17]([NH:21][C:40](=[O:47])[C:41]3[CH:46]=[CH:45][CH:44]=[N:43][CH:42]=3)[CH:16]=1)[N:9]=[C:8]2[NH:22][C:23]1[CH:24]=[C:25]2[C:29](=[CH:30][CH:31]=1)[N:28]([C:32]([O:34][C:35]([CH3:38])([CH3:37])[CH3:36])=[O:33])[N:27]=[CH:26]2)(=[O:3])[CH3:2]. The yield is 0.620. (6) The reactants are [CH3:1][N:2]1[C:6]([CH3:7])=[C:5]([C:8]([NH:10][C:11]2[N:16]=[CH:15][C:14]([O:17][C:18]3[CH:23]=[CH:22][N:21]=[C:20](C(N)=O)[CH:19]=3)=[CH:13][CH:12]=2)=[O:9])[C:4](=[O:27])[N:3]1[C:28]1[CH:33]=[CH:32][CH:31]=[CH:30][CH:29]=1.C(OI(C1C=CC=CC=1)OC(=O)C)(=O)C.CC#[N:51]. The catalyst is CCOC(C)=O.O. The product is [NH2:51][C:20]1[CH:19]=[C:18]([O:17][C:14]2[CH:13]=[CH:12][C:11]([NH:10][C:8]([C:5]3[C:4](=[O:27])[N:3]([C:28]4[CH:29]=[CH:30][CH:31]=[CH:32][CH:33]=4)[N:2]([CH3:1])[C:6]=3[CH3:7])=[O:9])=[N:16][CH:15]=2)[CH:23]=[CH:22][N:21]=1. The yield is 0.817.